This data is from Reaction yield outcomes from USPTO patents with 853,638 reactions. The task is: Predict the reaction yield, written as a fraction of the theoretical maximum amount of product (1.0 means a 100% yield; for example, 0.34 means a 34% yield). (1) The reactants are [Cl:1][C:2]1[CH:7]=[C:6]([NH:8][CH2:9][CH:10]2[CH2:15][CH2:14][N:13]([C:16]([O:18][C:19]([CH3:22])([CH3:21])[CH3:20])=[O:17])[CH2:12][CH2:11]2)[C:5](I)=[CH:4][N:3]=1.[CH3:24][O:25][CH2:26]/[CH:27]=[CH:28]/B1OC(C)(C)C(C)(C)O1.C(=O)([O-])[O-].[Na+].[Na+]. The catalyst is C(#N)C.C1C=CC([P]([Pd]([P](C2C=CC=CC=2)(C2C=CC=CC=2)C2C=CC=CC=2)([P](C2C=CC=CC=2)(C2C=CC=CC=2)C2C=CC=CC=2)[P](C2C=CC=CC=2)(C2C=CC=CC=2)C2C=CC=CC=2)(C2C=CC=CC=2)C2C=CC=CC=2)=CC=1. The product is [Cl:1][C:2]1[CH:7]=[C:6]([NH:8][CH2:9][CH:10]2[CH2:15][CH2:14][N:13]([C:16]([O:18][C:19]([CH3:22])([CH3:21])[CH3:20])=[O:17])[CH2:12][CH2:11]2)[C:5](/[CH:28]=[CH:27]/[CH2:26][O:25][CH3:24])=[CH:4][N:3]=1. The yield is 0.650. (2) The reactants are [OH:1][CH2:2][C:3]([CH3:17])([CH3:16])[C:4]([NH:6][CH2:7][C:8]1[CH:13]=[CH:12][C:11]([O:14][CH3:15])=[CH:10][CH:9]=1)=[O:5].[N+:18]([C:21]1[CH:28]=[CH:27][CH:26]=[C:25]([N+]([O-])=O)[C:22]=1[C:23]#[N:24])([O-:20])=[O:19]. No catalyst specified. The product is [C:23]([C:22]1[C:21]([N+:18]([O-:20])=[O:19])=[CH:28][CH:27]=[CH:26][C:25]=1[O:1][CH2:2][C:3]([CH3:17])([CH3:16])[C:4]([NH:6][CH2:7][C:8]1[CH:9]=[CH:10][C:11]([O:14][CH3:15])=[CH:12][CH:13]=1)=[O:5])#[N:24]. The yield is 0.950. (3) The reactants are [NH2:1][CH2:2][CH:3]([OH:12])[CH2:4][CH2:5][C:6]1[CH:11]=[CH:10][CH:9]=[CH:8][CH:7]=1.[CH3:13][C:14]([O:17][C:18](O[C:18]([O:17][C:14]([CH3:16])([CH3:15])[CH3:13])=[O:19])=[O:19])([CH3:16])[CH3:15]. The catalyst is C1COCC1. The product is [OH:12][CH:3]([CH2:4][CH2:5][C:6]1[CH:7]=[CH:8][CH:9]=[CH:10][CH:11]=1)[CH2:2][NH:1][C:18](=[O:19])[O:17][C:14]([CH3:16])([CH3:15])[CH3:13]. The yield is 0.910. (4) The reactants are [CH3:1][C:2]1[N:6](CC2C=CC=CC=2)[C:5]2[CH:14]=[C:15]([N:19]3[CH2:24][CH2:23][O:22][CH2:21][CH2:20]3)[CH:16]=[C:17](N)[C:4]=2[N:3]=1.N([O-])=O.[Na+].[Na+].[Br-:30].[OH-].[Na+]. The catalyst is Br.O. The product is [Br:30][C:17]1[C:4]2[N:3]=[C:2]([CH3:1])[NH:6][C:5]=2[CH:14]=[C:15]([N:19]2[CH2:24][CH2:23][O:22][CH2:21][CH2:20]2)[CH:16]=1. The yield is 0.580. (5) The reactants are [C:1]([OH:9])(=[O:8])[C@H:2]([CH2:4][C:5]([OH:7])=[O:6])[OH:3].[CH3:10][S:11](Cl)(=[O:13])=[O:12]. The catalyst is C1COCC1. The product is [CH3:10][S:11]([O:3][C@@H:2]([CH2:4][C:5]([OH:7])=[O:6])[C:1]([OH:9])=[O:8])(=[O:13])=[O:12]. The yield is 0.990. (6) The reactants are [CH3:1][O:2][C:3]1[CH:40]=[CH:39][C:6]([CH2:7][N:8]2[C:12]3=[N:13][CH:14]=[CH:15][C:16]([O:17][C:18]4[CH:32]=[CH:31][C:21]([C:22]([NH:24][C:25]5[N:30]=[CH:29][CH:28]=[CH:27][N:26]=5)=[O:23])=[CH:20][CH:19]=4)=[C:11]3[C:10]([NH:33][C@@H:34]3[CH2:38][CH2:37][NH:36][CH2:35]3)=[N:9]2)=[CH:5][CH:4]=1.Cl.[CH:42]1([N:45]([CH3:52])[CH2:46]/[CH:47]=[CH:48]/[C:49](O)=[O:50])[CH2:44][CH2:43]1. No catalyst specified. The product is [CH:42]1([N:45]([CH3:52])[CH2:46]/[CH:47]=[CH:48]/[C:49]([N:36]2[CH2:37][CH2:38][C@@H:34]([NH:33][C:10]3[C:11]4[C:12](=[N:13][CH:14]=[CH:15][C:16]=4[O:17][C:18]4[CH:32]=[CH:31][C:21]([C:22]([NH:24][C:25]5[N:26]=[CH:27][CH:28]=[CH:29][N:30]=5)=[O:23])=[CH:20][CH:19]=4)[N:8]([CH2:7][C:6]4[CH:5]=[CH:4][C:3]([O:2][CH3:1])=[CH:40][CH:39]=4)[N:9]=3)[CH2:35]2)=[O:50])[CH2:44][CH2:43]1. The yield is 0.600. (7) The reactants are [NH2:1][C:2]1[CH:10]=[CH:9][C:8]([CH3:11])=[CH:7][C:3]=1[C:4]([OH:6])=[O:5].Cl[C:13](OCC)=[O:14]. The catalyst is C(Cl)(=O)C. The product is [CH3:11][C:8]1[CH:7]=[C:3]2[C:4]([O:6][C:13](=[O:14])[NH:1][C:2]2=[CH:10][CH:9]=1)=[O:5]. The yield is 0.800. (8) The reactants are [Br:1][C:2]1[CH:3]=[C:4]([CH:8]=[CH:9][CH:10]=1)[C:5](Cl)=[O:6].[Br:11][C:12]1[CH:16]=[N:15][N:14]([CH3:17])[C:13]=1[C:18]1[CH:19]=[C:20]([CH:22]=[CH:23][C:24]=1[O:25][CH2:26][C:27]([CH3:32])([N+:29]([O-])=O)[CH3:28])[NH2:21].C(N(CC)C(C)C)(C)C. The catalyst is ClCCl. The product is [NH2:29][C:27]([CH3:32])([CH3:28])[CH2:26][O:25][C:24]1[CH:23]=[CH:22][C:20]([NH:21][C:5](=[O:6])[C:4]2[CH:8]=[CH:9][CH:10]=[C:2]([Br:1])[CH:3]=2)=[CH:19][C:18]=1[C:13]1[N:14]([CH3:17])[N:15]=[CH:16][C:12]=1[Br:11]. The yield is 0.910. (9) The reactants are [C:1]([C:3]1[CH:8]=[CH:7][C:6]([N:9]2[C:16](=[O:17])[C:12]3([CH2:15][CH2:14][CH2:13]3)[N:11]([C:18]3[CH:23]=[CH:22][C:21]([CH2:24][CH2:25][CH2:26][C:27]([OH:29])=O)=[CH:20][CH:19]=3)[C:10]2=[S:30])=[CH:5][C:4]=1[C:31]([F:34])([F:33])[F:32])#[N:2].ClC1C=C(Cl)C=C(Cl)C=1C(Cl)=O.[CH3:47][S:48]([NH2:51])(=[O:50])=[O:49]. The catalyst is CN(C)C1C=CN=CC=1.ClCCl. The product is [C:1]([C:3]1[CH:8]=[CH:7][C:6]([N:9]2[C:16](=[O:17])[C:12]3([CH2:15][CH2:14][CH2:13]3)[N:11]([C:18]3[CH:19]=[CH:20][C:21]([CH2:24][CH2:25][CH2:26][C:27]([NH:51][S:48]([CH3:47])(=[O:50])=[O:49])=[O:29])=[CH:22][CH:23]=3)[C:10]2=[S:30])=[CH:5][C:4]=1[C:31]([F:34])([F:32])[F:33])#[N:2]. The yield is 0.940.